From a dataset of Forward reaction prediction with 1.9M reactions from USPTO patents (1976-2016). Predict the product of the given reaction. (1) Given the reactants [F:1][C:2]1[CH:3]=[C:4]([CH2:9][C:10]([NH:12][C@H:13]([C:15]([OH:17])=O)[CH3:14])=[O:11])[CH:5]=[C:6]([F:8])[CH:7]=1.[NH2:18][CH:19]([C:24]1[CH:29]=[CH:28][CH:27]=[C:26]([NH2:30])[N:25]=1)[C:20]([O:22][CH3:23])=[O:21], predict the reaction product. The product is: [F:8][C:6]1[CH:5]=[C:4]([CH2:9][C:10]([NH:12][C@H:13]([C:15]([NH:18][CH:19]([C:24]2[CH:29]=[CH:28][CH:27]=[C:26]([NH2:30])[N:25]=2)[C:20]([O:22][CH3:23])=[O:21])=[O:17])[CH3:14])=[O:11])[CH:3]=[C:2]([F:1])[CH:7]=1. (2) Given the reactants [F:1][C:2]1[CH:7]=[CH:6][C:5]([N:8]2[C:12]([C:13]3[CH:23]=[CH:22][C:16]4[O:17][CH2:18][C:19](=[O:21])[NH:20][C:15]=4[CH:14]=3)=[CH:11][C:10]([C:24]([F:27])([F:26])[F:25])=[N:9]2)=[CH:4][CH:3]=1.C1C(=O)N([Br:35])C(=O)C1, predict the reaction product. The product is: [Br:35][C:23]1[C:13]([C:12]2[N:8]([C:5]3[CH:6]=[CH:7][C:2]([F:1])=[CH:3][CH:4]=3)[N:9]=[C:10]([C:24]([F:27])([F:25])[F:26])[CH:11]=2)=[CH:14][C:15]2[NH:20][C:19](=[O:21])[CH2:18][O:17][C:16]=2[CH:22]=1. (3) Given the reactants [CH3:1][O:2][C:3](=[O:6])[CH2:4]Br.[C:7]([SiH2:11][O:12][C:13]([CH3:39])([CH3:38])[C:14]1[N:15]=[CH:16][N:17](C(C2C=CC=CC=2)(C2C=CC=CC=2)C2C=CC=CC=2)[CH:18]=1)([CH3:10])([CH3:9])[CH3:8], predict the reaction product. The product is: [CH3:1][O:2][C:3](=[O:6])[CH2:4][N:15]1[C:14]([C:13]([CH3:39])([CH3:38])[O:12][SiH2:11][C:7]([CH3:10])([CH3:9])[CH3:8])=[CH:18][N:17]=[CH:16]1. (4) Given the reactants [I:1][C:2]1[CH:12]=[N:11][C:5]2[NH:6][CH2:7][C:8](=[O:10])[NH:9][C:4]=2[CH:3]=1.[F:13][C:14]1[CH:21]=[C:20]([F:22])[C:19]([F:23])=[CH:18][C:15]=1[CH2:16]Br, predict the reaction product. The product is: [I:1][C:2]1[CH:12]=[N:11][C:5]2[NH:6][CH2:7][C:8](=[O:10])[N:9]([CH2:16][C:15]3[CH:18]=[C:19]([F:23])[C:20]([F:22])=[CH:21][C:14]=3[F:13])[C:4]=2[CH:3]=1. (5) Given the reactants [NH2:1][C:2]1[CH:3]=[CH:4][CH:5]=[C:6]2[C:11]=1[CH2:10][C@H:9]([OH:12])[CH2:8][CH2:7]2.[F:13][C:14]([F:32])([F:31])[O:15][C:16]1[CH:21]=[CH:20][C:19]([C:22]2[CH:23]=[CH:24][C:25]([C:28](O)=[O:29])=[N:26][CH:27]=2)=[CH:18][CH:17]=1, predict the reaction product. The product is: [OH:12][C@H:9]1[CH2:10][C:11]2[C:2]([NH:1][C:28]([C:25]3[CH:24]=[CH:23][C:22]([C:19]4[CH:18]=[CH:17][C:16]([O:15][C:14]([F:32])([F:13])[F:31])=[CH:21][CH:20]=4)=[CH:27][N:26]=3)=[O:29])=[CH:3][CH:4]=[CH:5][C:6]=2[CH2:7][CH2:8]1. (6) Given the reactants [CH3:1][C:2]1[CH:31]=[CH:30][C:5]([C:6]([NH:8][C:9]2[C:22]3[C:21](=[O:23])[C:20]4[C:15](=[CH:16][CH:17]=[CH:18][CH:19]=4)[C:14](=[O:24])[C:13]=3[CH:12]=[CH:11][C:10]=2[NH:25][C:26](=[O:29])[CH2:27]Cl)=[O:7])=[CH:4][CH:3]=1.CCN(C(C)C)C(C)C.[NH:41]1[CH2:46][CH2:45][CH2:44][CH2:43][CH2:42]1.C(OCC)(=O)C, predict the reaction product. The product is: [O:23]=[C:21]1[C:22]2[C:9]([NH:8][C:6](=[O:7])[C:5]3[CH:30]=[CH:31][C:2]([CH3:1])=[CH:3][CH:4]=3)=[C:10]([NH:25][C:26](=[O:29])[CH2:27][N:41]3[CH2:46][CH2:45][CH2:44][CH2:43][CH2:42]3)[CH:11]=[CH:12][C:13]=2[C:14](=[O:24])[C:15]2[C:20]1=[CH:19][CH:18]=[CH:17][CH:16]=2.